From a dataset of Forward reaction prediction with 1.9M reactions from USPTO patents (1976-2016). Predict the product of the given reaction. (1) Given the reactants [CH3:1][O:2][C:3](=[O:10])[C:4](=[N:8]O)[C:5](=[O:7])[CH3:6].[C:11](O)(=[O:13])[CH3:12], predict the reaction product. The product is: [CH3:1][O:2][C:3](=[O:10])[CH:4]([NH:8][C:11](=[O:13])[CH3:12])[C:5](=[O:7])[CH3:6]. (2) Given the reactants [NH2:1][C:2]1[CH:10]=[CH:9][C:5]([C:6]([OH:8])=[O:7])=[CH:4][C:3]=1[CH3:11].S(Cl)(Cl)=O.[CH3:16]O, predict the reaction product. The product is: [NH2:1][C:2]1[CH:10]=[CH:9][C:5]([C:6]([O:8][CH3:16])=[O:7])=[CH:4][C:3]=1[CH3:11]. (3) Given the reactants [C:1](N1C=CN=C1)(N1C=CN=C1)=[O:2].[Cl:13][C:14]1[C:15]([C:22]2[CH:27]=[CH:26][C:25]([Cl:28])=[CH:24][CH:23]=2)=[C:16]([NH:20][NH2:21])[N:17]=[N:18][CH:19]=1.O, predict the reaction product. The product is: [Cl:13][C:14]1[CH:19]=[N:18][N:17]2[C:1](=[O:2])[NH:21][N:20]=[C:16]2[C:15]=1[C:22]1[CH:23]=[CH:24][C:25]([Cl:28])=[CH:26][CH:27]=1. (4) The product is: [O:1]=[C:2]1[CH2:7][N:6]([C:8]2[CH:13]=[CH:12][CH:11]=[C:10]([O:14][C:15]([F:18])([F:16])[F:17])[CH:9]=2)[CH2:5][CH2:4][N:3]1[CH2:19][C:20]([OH:22])=[O:21]. Given the reactants [O:1]=[C:2]1[CH2:7][N:6]([C:8]2[CH:13]=[CH:12][CH:11]=[C:10]([O:14][C:15]([F:18])([F:17])[F:16])[CH:9]=2)[CH2:5][CH2:4][N:3]1[CH2:19][C:20]([O:22]C)=[O:21].[Li+].[OH-], predict the reaction product. (5) The product is: [CH3:18][O:17][C:15](=[O:16])[CH2:14][N:10]1[C:6]2[CH:5]=[CH:4][N:3]=[C:2]([Cl:1])[C:7]=2[CH:8]=[CH:9]1. Given the reactants [Cl:1][C:2]1[C:7]2[CH:8]=[CH:9][NH:10][C:6]=2[CH:5]=[CH:4][N:3]=1.[H-].[Na+].Br[CH2:14][C:15]([O:17][CH3:18])=[O:16], predict the reaction product. (6) Given the reactants [OH-].[NH4+:2].Br[CH2:4][C:5]([OH:13])([C:9]([F:12])([F:11])[F:10])[C:6]([OH:8])=[O:7], predict the reaction product. The product is: [NH2:2][CH2:4][C:5]([OH:13])([C:9]([F:12])([F:11])[F:10])[C:6]([OH:8])=[O:7].